From a dataset of Peptide-MHC class I binding affinity with 185,985 pairs from IEDB/IMGT. Regression. Given a peptide amino acid sequence and an MHC pseudo amino acid sequence, predict their binding affinity value. This is MHC class I binding data. (1) The peptide sequence is FPASHMATY. The MHC is HLA-B51:01 with pseudo-sequence HLA-B51:01. The binding affinity (normalized) is 0.0847. (2) The binding affinity (normalized) is 0.396. The peptide sequence is YEDQDALFA. The MHC is HLA-B45:01 with pseudo-sequence HLA-B45:01. (3) The peptide sequence is GLIYNRMGA. The MHC is HLA-A68:02 with pseudo-sequence HLA-A68:02. The binding affinity (normalized) is 0. (4) The peptide sequence is SMIYFFHHY. The MHC is BoLA-JSP.1 with pseudo-sequence BoLA-JSP.1. The binding affinity (normalized) is 0.0641. (5) The peptide sequence is TISKPSEAV. The MHC is HLA-A02:01 with pseudo-sequence HLA-A02:01. The binding affinity (normalized) is 0.217.